From a dataset of Full USPTO retrosynthesis dataset with 1.9M reactions from patents (1976-2016). Predict the reactants needed to synthesize the given product. (1) Given the product [Br:15][CH2:1][C:2]1[C:7]([C:8]([F:11])([F:10])[F:9])=[CH:6][CH:5]=[CH:4][C:3]=1[N+:12]([O-:14])=[O:13], predict the reactants needed to synthesize it. The reactants are: [CH3:1][C:2]1[C:7]([C:8]([F:11])([F:10])[F:9])=[CH:6][CH:5]=[CH:4][C:3]=1[N+:12]([O-:14])=[O:13].[Br:15]N1C(=O)CCC1=O. (2) Given the product [CH3:26][S:27][CH2:28][CH2:29][NH:30][C:2]1[CH:7]=[CH:6][C:5]([C:8]2[O:9][C:10]3[CH:16]=[CH:15][CH:14]=[CH:13][C:11]=3[N:12]=2)=[CH:4][C:3]=1[N+:17]([O-:19])=[O:18], predict the reactants needed to synthesize it. The reactants are: F[C:2]1[CH:7]=[CH:6][C:5]([C:8]2[O:9][C:10]3[CH:16]=[CH:15][CH:14]=[CH:13][C:11]=3[N:12]=2)=[CH:4][C:3]=1[N+:17]([O-:19])=[O:18].C(=O)([O-])[O-].[K+].[K+].[CH3:26][S:27][CH2:28][CH2:29][NH2:30].O. (3) Given the product [CH:8]([C:4]1[NH:5][CH:6]=[CH:7][C:3]=1[CH2:1][CH3:2])=[O:9], predict the reactants needed to synthesize it. The reactants are: [CH2:1]([C:3]1[CH:7]=[CH:6][NH:5][CH:4]=1)[CH3:2].[CH:8](C1NC=C(CC)C=1)=[O:9].OC1C=C(NC2C3=CC(C)=CN3N=CN=2)C=CC=1C. (4) Given the product [Br:15][C:16]1[CH:21]=[C:20]([NH:22][C:4](=[O:5])[C:3]2[C:2]([Cl:1])=[CH:10][C:9]([I:11])=[CH:8][C:7]=2[Cl:12])[CH:19]=[CH:18][N:17]=1, predict the reactants needed to synthesize it. The reactants are: [Cl:1][C:2]1[CH:10]=[C:9]([I:11])[CH:8]=[C:7]([Cl:12])[C:3]=1[C:4](Cl)=[O:5].[H-].[Na+].[Br:15][C:16]1[CH:21]=[C:20]([NH2:22])[CH:19]=[CH:18][N:17]=1. (5) The reactants are: [Cl:1][C:2]1[CH:27]=[C:26]([Cl:28])[CH:25]=[CH:24][C:3]=1[O:4][C:5]1[CH:10]=[CH:9][CH:8]=[CH:7][C:6]=1[NH:11][S:12]([C:15]1[CH:23]=[CH:22][C:18]([C:19]([OH:21])=O)=[CH:17][CH:16]=1)(=[O:14])=[O:13].[NH:29]1[CH2:34][CH2:33][CH:32]([CH2:35][CH2:36][CH2:37][CH:38]2[CH2:43][CH2:42][NH:41][CH2:40][CH2:39]2)[CH2:31][CH2:30]1. Given the product [Cl:1][C:2]1[CH:27]=[C:26]([Cl:28])[CH:25]=[CH:24][C:3]=1[O:4][C:5]1[CH:10]=[CH:9][CH:8]=[CH:7][C:6]=1[NH:11][S:12]([C:15]1[CH:16]=[CH:17][C:18]([C:19]([N:29]2[CH2:34][CH2:33][CH:32]([CH2:35][CH2:36][CH2:37][CH:38]3[CH2:39][CH2:40][NH:41][CH2:42][CH2:43]3)[CH2:31][CH2:30]2)=[O:21])=[CH:22][CH:23]=1)(=[O:14])=[O:13], predict the reactants needed to synthesize it.